The task is: Predict the reactants needed to synthesize the given product.. This data is from Full USPTO retrosynthesis dataset with 1.9M reactions from patents (1976-2016). (1) Given the product [Br:3][C:4]1[CH:13]=[CH:12][C:11]2[N:10]=[CH:9][C:8]3[N:14]([CH3:26])[C:15](=[O:24])[N:16]([C:17]4[C:18]([CH3:23])=[N:19][N:20]([CH3:22])[CH:21]=4)[C:7]=3[C:6]=2[CH:5]=1, predict the reactants needed to synthesize it. The reactants are: [OH-].[Na+].[Br:3][C:4]1[CH:13]=[CH:12][C:11]2[N:10]=[CH:9][C:8]3[NH:14][C:15](=[O:24])[N:16]([C:17]4[C:18]([CH3:23])=[N:19][N:20]([CH3:22])[CH:21]=4)[C:7]=3[C:6]=2[CH:5]=1.I[CH3:26]. (2) Given the product [Br:1][C:2]1[C:3]2[N:11]([CH2:12][CH3:13])[C:10]([C:14](=[N:17][OH:18])[C:15]#[N:16])=[N:9][C:4]=2[C:5]([Cl:8])=[N:6][CH:7]=1, predict the reactants needed to synthesize it. The reactants are: [Br:1][C:2]1[C:3]2[N:11]([CH2:12][CH3:13])[C:10]([CH2:14][C:15]#[N:16])=[N:9][C:4]=2[C:5]([Cl:8])=[N:6][CH:7]=1.[N:17]([O-])=[O:18].[Na+]. (3) Given the product [Cl:1][CH2:2][C:3]([O:6][CH2:7][CH2:8][CH2:9][CH2:10][N:11]1[C:16](=[O:17])[CH:15]=[C:14]([NH:18][C:19]2[CH:24]=[CH:23][C:22]([CH3:33])=[C:21]([CH2:26][CH3:27])[CH:20]=2)[NH:13][C:12]1=[O:25])=[O:4], predict the reactants needed to synthesize it. The reactants are: [Cl:1][CH2:2][C:3](Cl)=[O:4].[OH:6][CH2:7][CH2:8][CH2:9][CH2:10][N:11]1[C:16](=[O:17])[CH:15]=[C:14]([NH:18][C:19]2[CH:24]=[CH:23][CH:22]=[CH:21][CH:20]=2)[NH:13][C:12]1=[O:25].[CH2:26](N(CC)CC)[CH3:27].[CH3:33]O. (4) Given the product [Cl:1][C:2]1[CH:3]=[C:4]2[C:8](=[CH:9][CH:10]=1)[N:7]([CH2:25][C:26]([N:28]1[CH2:33][CH2:32][NH:31][CH2:30][CH2:29]1)=[O:27])[C:6]1[CH2:11][N:12]([CH3:15])[CH2:13][CH2:14][C:5]2=1.[ClH:24], predict the reactants needed to synthesize it. The reactants are: [Cl:1][C:2]1[CH:3]=[C:4]2[C:8](=[CH:9][CH:10]=1)[NH:7][C:6]1[CH2:11][N:12]([CH3:15])[CH2:13][CH2:14][C:5]2=1.[O-]P([O-])([O-])=O.[K+].[K+].[K+].[Cl:24][CH2:25][C:26]([N:28]1[CH2:33][CH2:32][N:31](C(OC(C)(C)C)=O)[CH2:30][CH2:29]1)=[O:27]. (5) The reactants are: [Cl:1][C:2]1[C:3]([F:12])=[CH:4][C:5]([F:11])=[C:6]([CH:10]=1)[C:7]([OH:9])=O.C(N1C=CN=C1)(N1C=CN=C1)=O.[CH:25]1([S:28]([NH2:31])(=[O:30])=[O:29])[CH2:27][CH2:26]1. Given the product [Cl:1][C:2]1[C:3]([F:12])=[CH:4][C:5]([F:11])=[C:6]([CH:10]=1)[C:7]([NH:31][S:28]([CH:25]1[CH2:27][CH2:26]1)(=[O:30])=[O:29])=[O:9], predict the reactants needed to synthesize it. (6) Given the product [CH3:35][C:26]1[CH:25]=[C:23]([NH:24][S:16]([C:11]2[CH:12]=[CH:13][CH:14]=[CH:15][C:10]=2[F:9])(=[O:18])=[O:17])[CH:22]=[C:21]([CH3:20])[C:27]=1[S:28]([CH2:31][N+:32]([O-:34])=[O:33])(=[O:30])=[O:29], predict the reactants needed to synthesize it. The reactants are: N1C=CC=CC=1.[OH-].[K+].[F:9][C:10]1[CH:15]=[CH:14][CH:13]=[CH:12][C:11]=1[S:16](Cl)(=[O:18])=[O:17].[CH3:20][C:21]1[CH:22]=[C:23]([CH:25]=[C:26]([CH3:35])[C:27]=1[S:28]([CH2:31][N+:32]([O-:34])=[O:33])(=[O:30])=[O:29])[NH2:24].Cl. (7) Given the product [F:19][C:13]([F:20])([C:6]1([OH:11])[CH2:7][CH2:8][CH2:9][CH2:10][O:5]1)[C:14]([O:16][CH2:17][CH3:18])=[O:15], predict the reactants needed to synthesize it. The reactants are: BrCCBr.[O:5]1[CH2:10][CH2:9][CH2:8][CH2:7][C:6]1=[O:11].Br[C:13]([F:20])([F:19])[C:14]([O:16][CH2:17][CH3:18])=[O:15]. (8) Given the product [CH:10]1[C:11]2[CH:2]=[CH:3][CH2:4][CH2:5][C:6]=2[CH:7]=[CH:8][C:9]=1[C:12]([O:14][CH3:15])=[O:13], predict the reactants needed to synthesize it. The reactants are: O[CH:2]1[C:11]2[CH:10]=[C:9]([C:12]([O:14][CH3:15])=[O:13])[CH:8]=[CH:7][C:6]=2[CH2:5][CH2:4][CH2:3]1.